From a dataset of Forward reaction prediction with 1.9M reactions from USPTO patents (1976-2016). Predict the product of the given reaction. The product is: [F:9][C:7]1[CH:6]=[C:4]([CH:3]=[C:2]([B:10]2[O:14][C:13]([CH3:16])([CH3:15])[C:12]([CH3:18])([CH3:17])[O:11]2)[CH:8]=1)[NH2:5]. Given the reactants Br[C:2]1[CH:3]=[C:4]([CH:6]=[C:7]([F:9])[CH:8]=1)[NH2:5].[B:10]1([B:10]2[O:14][C:13]([CH3:16])([CH3:15])[C:12]([CH3:18])([CH3:17])[O:11]2)[O:14][C:13]([CH3:16])([CH3:15])[C:12]([CH3:18])([CH3:17])[O:11]1.CC([O-])=O.[K+].N#N, predict the reaction product.